From a dataset of Reaction yield outcomes from USPTO patents with 853,638 reactions. Predict the reaction yield, written as a fraction of the theoretical maximum amount of product (1.0 means a 100% yield; for example, 0.34 means a 34% yield). (1) The reactants are [H-].C([Al+]CC(C)C)C(C)C.[CH3:11][O:12][C:13](=[O:26])[C:14]1[CH:19]=[CH:18][C:17]([C:20](=[O:25])N(OC)C)=[N:16][CH:15]=1.[BH4-].[Na+]. The catalyst is C1COCC1.ClCCl. The product is [CH3:11][O:12][C:13](=[O:26])[C:14]1[CH:19]=[CH:18][C:17]([CH2:20][OH:25])=[N:16][CH:15]=1. The yield is 0.490. (2) The reactants are [CH3:1][O:2][C:3]1[CH:4]=[C:5]([S:11][CH2:12][C@@H:13]2[C@:22]3([CH3:23])[C@H:17]([C:18]([CH3:25])([CH3:24])[CH2:19][CH2:20][CH2:21]3)[CH2:16][CH2:15][C@@:14]2([CH3:27])O)[CH:6]=[C:7]([O:9][CH3:10])[CH:8]=1.Cl[Sn](Cl)(Cl)Cl.O. The catalyst is C(Cl)Cl. The product is [CH3:10][O:9][C:7]1[CH:8]=[C:3]([O:2][CH3:1])[CH:4]=[C:5]2[C:6]=1[C@@:14]1([CH3:27])[C@H:13]([CH2:12][S:11]2)[C@:22]2([CH3:23])[C@H:17]([C:18]([CH3:24])([CH3:25])[CH2:19][CH2:20][CH2:21]2)[CH2:16][CH2:15]1. The yield is 0.810. (3) The reactants are [CH3:1][NH:2][CH2:3][C:4]1[N:8]([CH3:9])[N:7]=[C:6]([N+:10]([O-:12])=[O:11])[CH:5]=1.[O:13]1[CH2:16][C:15](=O)[CH2:14]1.[BH3-]C#N.[Na+]. The catalyst is CO.[Cl-].[Cl-].[Zn+2]. The product is [CH3:1][N:2]([CH2:3][C:4]1[N:8]([CH3:9])[N:7]=[C:6]([N+:10]([O-:12])=[O:11])[CH:5]=1)[CH:15]1[CH2:16][O:13][CH2:14]1. The yield is 0.800. (4) The yield is 0.197. The product is [CH3:24][O:25][C:26](=[O:34])[C:27]1[CH:32]=[CH:31][C:30]([NH:33][C:9](=[O:11])[CH:8]([C:4]2[CH:5]=[CH:6][CH:7]=[C:2]([Cl:1])[CH:3]=2)[CH2:12][CH:13]2[CH2:17][CH2:16][CH2:15][CH2:14]2)=[N:29][CH:28]=1. The catalyst is C(Cl)Cl.CN(C)C=O. The reactants are [Cl:1][C:2]1[CH:3]=[C:4]([CH:8]([CH2:12][CH:13]2[CH2:17][CH2:16][CH2:15][CH2:14]2)[C:9]([OH:11])=O)[CH:5]=[CH:6][CH:7]=1.C(Cl)(=O)C(Cl)=O.[CH3:24][O:25][C:26](=[O:34])[C:27]1[CH:32]=[CH:31][C:30]([NH2:33])=[N:29][CH:28]=1.C(N(CC)C(C)C)(C)C. (5) The reactants are [OH:1][C:2]1[CH:3]=[C:4]([CH2:9][C@H:10]([NH:26]C(OC(C)(C)C)=O)[C:11]([O:13][C@H:14]([CH3:25])[CH2:15][O:16][C:17]([C:19]2[CH:24]=[CH:23][CH:22]=[CH:21][CH:20]=2)=[O:18])=[O:12])[CH:5]=[CH:6][C:7]=1[OH:8].[ClH:34]. The catalyst is O1CCOCC1. The product is [ClH:34].[NH2:26][C@@H:10]([CH2:9][C:4]1[CH:5]=[CH:6][C:7]([OH:8])=[C:2]([OH:1])[CH:3]=1)[C:11]([O:13][C@H:14]([CH3:25])[CH2:15][O:16][C:17]([C:19]1[CH:24]=[CH:23][CH:22]=[CH:21][CH:20]=1)=[O:18])=[O:12]. The yield is 0.930. (6) The reactants are Br[C:2]1[S:10][C:9]2[C:8](=[O:11])[NH:7][C:6]3([CH2:15][CH2:14][CH2:13][CH2:12]3)[N:5]([CH2:16][CH3:17])[C:4]=2[CH:3]=1.[CH3:18][C:19]1[C:23](B2OC(C)(C)C(C)(C)O2)=[CH:22][N:21](C(OC(C)(C)C)=O)[N:20]=1.C(=O)([O-])[O-].[Na+].[Na+].COCCOC. The catalyst is O. The product is [CH2:16]([N:5]1[C:4]2[CH:3]=[C:2]([C:23]3[CH:22]=[N:21][NH:20][C:19]=3[CH3:18])[S:10][C:9]=2[C:8](=[O:11])[NH:7][C:6]21[CH2:15][CH2:14][CH2:13][CH2:12]2)[CH3:17]. The yield is 0.540. (7) The reactants are [C:1]([NH:8][C@H:9]([C:11]([OH:13])=O)[CH3:10])([O:3][C:4]([CH3:7])([CH3:6])[CH3:5])=[O:2].Cl.[F:15][C:16]1[CH:24]=[C:23]2[C:19]([C:20]([C:25]3[CH:26]=[N:27][N:28]([CH:30]4[CH2:35][CH2:34][NH:33][CH2:32][CH2:31]4)[CH:29]=3)=[CH:21][NH:22]2)=[CH:18][CH:17]=1. No catalyst specified. The product is [F:15][C:16]1[CH:24]=[C:23]2[C:19]([C:20]([C:25]3[CH:26]=[N:27][N:28]([CH:30]4[CH2:35][CH2:34][N:33]([C:11](=[O:13])[C@@H:9]([NH:8][C:1](=[O:2])[O:3][C:4]([CH3:5])([CH3:6])[CH3:7])[CH3:10])[CH2:32][CH2:31]4)[CH:29]=3)=[CH:21][NH:22]2)=[CH:18][CH:17]=1. The yield is 0.560.